From a dataset of Catalyst prediction with 721,799 reactions and 888 catalyst types from USPTO. Predict which catalyst facilitates the given reaction. (1) Reactant: [CH3:1][CH:2]1[CH2:7][CH2:6][N:5]([C:8]([C:10]2[N:11]=[C:12]([C:35](OCC)=[O:36])[S:13][C:14]=2[C:15]2[C:24]3[C:19](=[CH:20][CH:21]=[CH:22][CH:23]=3)[C:18]([S:25](=[O:34])(=[O:33])[NH:26][C@@H:27]([CH3:32])[C:28]([F:31])([F:30])[F:29])=[CH:17][CH:16]=2)=[O:9])[CH2:4][CH2:3]1.O.[NH2:41][NH2:42]. Product: [NH:41]([C:35]([C:12]1[S:13][C:14]([C:15]2[C:24]3[C:19](=[CH:20][CH:21]=[CH:22][CH:23]=3)[C:18]([S:25]([NH:26][C@@H:27]([CH3:32])[C:28]([F:31])([F:30])[F:29])(=[O:33])=[O:34])=[CH:17][CH:16]=2)=[C:10]([C:8]([N:5]2[CH2:6][CH2:7][CH:2]([CH3:1])[CH2:3][CH2:4]2)=[O:9])[N:11]=1)=[O:36])[NH2:42]. The catalyst class is: 8. (2) Reactant: [CH3:1][S:2]([C:5]1[C:6]([NH:18][C:19]2[CH:24]=[CH:23][CH:22]=[C:21]([S:25]([F:30])([F:29])([F:28])([F:27])[F:26])[CH:20]=2)=[CH:7][C:8]([CH3:17])=[C:9]([CH:16]=1)[C:10](NC(N)=N)=[O:11])(=[O:4])=[O:3].[H-].[Na+].[CH3:33]I.[C:35]([O-:38])(O)=O.[Na+]. Product: [CH3:1][S:2]([C:5]1[C:6]([N:18]([CH3:33])[C:19]2[CH:24]=[CH:23][CH:22]=[C:21]([S:25]([F:30])([F:29])([F:28])([F:27])[F:26])[CH:20]=2)=[CH:7][C:8]([CH3:17])=[C:9]([CH:16]=1)[C:10]([O:38][CH3:35])=[O:11])(=[O:4])=[O:3]. The catalyst class is: 3. (3) Reactant: [Br:1][C:2]1[CH:3]=[N:4][N:5]([CH3:8])[C:6]=1[NH2:7].N1C=CC=CC=1.Cl[C:16]([O:18][CH2:19][C:20]([Cl:23])([Cl:22])[Cl:21])=[O:17].O. Product: [Br:1][C:2]1[CH:3]=[N:4][N:5]([CH3:8])[C:6]=1[NH:7][C:16](=[O:17])[O:18][CH2:19][C:20]([Cl:23])([Cl:22])[Cl:21]. The catalyst class is: 7. (4) Reactant: C([O:3][C:4]([C:6]1[C:7]([NH:18][C:19]2[CH:24]=[CH:23][CH:22]=[CH:21][CH:20]=2)=[N:8][C:9]2[C:14]([C:15]=1[Cl:16])=[CH:13][C:12]([Br:17])=[CH:11][CH:10]=2)=[O:5])C.Cl. Product: [Br:17][C:12]1[CH:13]=[C:14]2[C:9](=[CH:10][CH:11]=1)[N:8]=[C:7]([NH:18][C:19]1[CH:24]=[CH:23][CH:22]=[CH:21][CH:20]=1)[C:6]([C:4]([OH:5])=[O:3])=[C:15]2[Cl:16]. The catalyst class is: 494. (5) Reactant: [C:1]([O:5][C:6]([NH:8][C@@H:9]([C:17]([OH:19])=O)[CH2:10][C:11]1[CH:16]=[CH:15][CH:14]=[CH:13][CH:12]=1)=[O:7])([CH3:4])([CH3:3])[CH3:2].CCN(C(C)C)C(C)C.CN(C(ON1N=NC2C=CC=CC1=2)=[N+](C)C)C.F[P-](F)(F)(F)(F)F.Cl.[CH3:54][O:55][C:56]1[C:64]2[O:63][C:62]([CH3:66])([CH3:65])[CH2:61][C:60]=2[C:59]([C:67]2[CH2:68][C:69]([CH3:81])([CH3:80])[C:70](=[O:79])[N:71]([CH:73]3[CH2:78][CH2:77][NH:76][CH2:75][CH2:74]3)[N:72]=2)=[CH:58][CH:57]=1. Product: [CH3:54][O:55][C:56]1[C:64]2[O:63][C:62]([CH3:65])([CH3:66])[CH2:61][C:60]=2[C:59]([C:67]2[CH2:68][C:69]([CH3:81])([CH3:80])[C:70](=[O:79])[N:71]([CH:73]3[CH2:78][CH2:77][N:76]([C:17](=[O:19])[C@H:9]([NH:8][C:6](=[O:7])[O:5][C:1]([CH3:2])([CH3:3])[CH3:4])[CH2:10][C:11]4[CH:12]=[CH:13][CH:14]=[CH:15][CH:16]=4)[CH2:75][CH2:74]3)[N:72]=2)=[CH:58][CH:57]=1. The catalyst class is: 2. (6) Reactant: O[C:2]([C:4](F)(F)F)=O.[NH2:8][CH2:9][CH:10]([NH:14][C:15](=[O:33])[CH:16]([CH2:26][CH:27]1[CH2:32][CH2:31][CH2:30][CH2:29][CH2:28]1)[CH2:17][C:18]([N:20]1[CH2:25][CH2:24][O:23][CH2:22][CH2:21]1)=[O:19])[C:11](=O)[NH2:12].[C:34]1(=O)[CH2:39][CH2:38][CH2:37][CH2:36][CH2:35]1.C(O[BH-](OC(=O)C)OC(=O)C)(=O)C.[Na+].C(=O)C. Product: [C:9]([CH:10]([CH2:11][N:12]([CH:34]1[CH2:39][CH2:38][CH2:37][CH2:36][CH2:35]1)[CH2:2][CH3:4])[NH:14][C:15](=[O:33])[CH:16]([CH2:26][CH:27]1[CH2:32][CH2:31][CH2:30][CH2:29][CH2:28]1)[CH2:17][C:18]([N:20]1[CH2:25][CH2:24][O:23][CH2:22][CH2:21]1)=[O:19])#[N:8]. The catalyst class is: 1.